From a dataset of Retrosynthesis with 50K atom-mapped reactions and 10 reaction types from USPTO. Predict the reactants needed to synthesize the given product. (1) Given the product CNc1ccc2c(c1)c(C(=O)C(=O)Nc1ccnc(OC)c1)c(C)n2Cc1ccc(Cl)cc1, predict the reactants needed to synthesize it. The reactants are: COc1cc(NC(=O)C(=O)c2c(C)n(Cc3ccc(Cl)cc3)c3ccc(N(C)C(=O)OC(C)(C)C)cc23)ccn1. (2) Given the product CCN1C(=O)COc2ccc(C(O)(C(C)c3ccc(O)cc3Cl)C(F)(F)F)cc21, predict the reactants needed to synthesize it. The reactants are: CCN1C(=O)COc2ccc(C(O)(C(C)c3ccc(OC)cc3Cl)C(F)(F)F)cc21.